From a dataset of Reaction yield outcomes from USPTO patents with 853,638 reactions. Predict the reaction yield, written as a fraction of the theoretical maximum amount of product (1.0 means a 100% yield; for example, 0.34 means a 34% yield). (1) The reactants are C(O[C:6]([N:8]1[CH2:13][CH2:12][N:11]([CH:14]2[C:23]3[C:18](=[CH:19][CH:20]=[C:21]([O:24][CH2:25][C:26]4[CH:31]=[CH:30][C:29]([C:32]([F:35])([F:34])[F:33])=[CH:28][CH:27]=4)[CH:22]=3)[CH2:17][CH2:16][CH2:15]2)[CH2:10][CH2:9]1)=O)(C)(C)C.[H-].[H-].[H-].[H-].[Li+].[Al+3].C1COCC1. The catalyst is C1COCC1. The product is [CH3:6][N:8]1[CH2:13][CH2:12][N:11]([CH:14]2[C:23]3[C:18](=[CH:19][CH:20]=[C:21]([O:24][CH2:25][C:26]4[CH:27]=[CH:28][C:29]([C:32]([F:35])([F:33])[F:34])=[CH:30][CH:31]=4)[CH:22]=3)[CH2:17][CH2:16][CH2:15]2)[CH2:10][CH2:9]1. The yield is 0.490. (2) The reactants are Br[C:2]1[CH:3]=[CH:4][C:5]2[N:6]([C:8]([C:11]([N:13]3[CH2:18][CH2:17][CH:16]([C:19]4[CH:24]=[CH:23][CH:22]=[CH:21][C:20]=4[C:25]([F:28])([F:27])[F:26])[CH2:15][CH2:14]3)=[O:12])=[N:9][N:10]=2)[CH:7]=1.[CH3:29][N:30](C=O)C. The catalyst is C(Cl)Cl.[C-]#N.[Zn+2].[C-]#N.C1(P(C2C=CC=CC=2)C2C=CC=CC=2)C=CC=CC=1.C1(P(C2C=CC=CC=2)C2C=CC=CC=2)C=CC=CC=1.C1(P(C2C=CC=CC=2)C2C=CC=CC=2)C=CC=CC=1.C1(P(C2C=CC=CC=2)C2C=CC=CC=2)C=CC=CC=1.[Pd]. The product is [F:26][C:25]([F:28])([F:27])[C:20]1[CH:21]=[CH:22][CH:23]=[CH:24][C:19]=1[CH:16]1[CH2:17][CH2:18][N:13]([C:11]([C:8]2[N:6]3[CH:7]=[C:2]([C:29]#[N:30])[CH:3]=[CH:4][C:5]3=[N:10][N:9]=2)=[O:12])[CH2:14][CH2:15]1. The yield is 0.870. (3) The reactants are [C:1]1([CH:13]2[CH2:18][CH2:17][N:16](C(OCC3C=CC=CC=3)=O)[CH2:15][CH2:14]2)[N:2]=[N:3][N:4]2[C:9]=1[C:8]1[CH:10]=[CH:11][NH:12][C:7]=1[N:6]=[CH:5]2. The catalyst is CO.[C].[Pd]. The product is [NH:16]1[CH2:15][CH2:14][CH:13]([C:1]2[N:2]=[N:3][N:4]3[C:9]=2[C:8]2[CH:10]=[CH:11][NH:12][C:7]=2[N:6]=[CH:5]3)[CH2:18][CH2:17]1. The yield is 0.260. (4) The reactants are [F:1][C:2]([F:14])([F:13])[C:3]1[CH:4]=[C:5]2[C:9](=[CH:10][CH:11]=1)[C:8](=[O:12])[CH2:7][CH2:6]2.[BH4-].[Na+].CO. The catalyst is C1COCC1. The product is [F:1][C:2]([F:13])([F:14])[C:3]1[CH:4]=[C:5]2[C:9](=[CH:10][CH:11]=1)[CH:8]([OH:12])[CH2:7][CH2:6]2. The yield is 0.920. (5) The reactants are [CH3:1][O:2][C:3]1[C:8]([CH3:9])=[CH:7][C:6]([N+:10]([O-:12])=[O:11])=[CH:5][N:4]=1.Cl[CH2:14][C:15]([O:17][C:18]([CH3:21])([CH3:20])[CH3:19])=[O:16].CC(C)([O-])C.[K+]. The product is [CH3:1][O:2][C:3]1[N:4]=[C:5]([CH2:14][C:15]([O:17][C:18]([CH3:21])([CH3:20])[CH3:19])=[O:16])[C:6]([N+:10]([O-:12])=[O:11])=[CH:7][C:8]=1[CH3:9]. The catalyst is C1COCC1. The yield is 0.720. (6) The reactants are [F:1][C:2]([F:13])([F:12])[O:3][C:4]1[CH:11]=[CH:10][C:7]([CH2:8]Br)=[CH:6][CH:5]=1.[OH:14][C:15]1[CH:20]=[CH:19][C:18]([N:21]([C:38](=[O:47])/[CH:39]=[CH:40]/[C:41]2[CH:46]=[CH:45][CH:44]=[CH:43][CH:42]=2)[CH2:22][C:23]([N:25]2[CH2:29][CH2:28][C@H:27]([NH:30][C:31](=[O:37])[O:32][C:33]([CH3:36])([CH3:35])[CH3:34])[CH2:26]2)=[O:24])=[CH:17][CH:16]=1.C(=O)([O-])[O-].[Cs+].[Cs+]. The catalyst is CCCC[N+](CCCC)(CCCC)CCCC.[I-].CN(C=O)C.C(OCC)(=O)C. The product is [F:1][C:2]([F:13])([F:12])[O:3][C:4]1[CH:11]=[CH:10][C:7]([CH2:8][O:14][C:15]2[CH:20]=[CH:19][C:18]([N:21]([C:38](=[O:47])/[CH:39]=[CH:40]/[C:41]3[CH:46]=[CH:45][CH:44]=[CH:43][CH:42]=3)[CH2:22][C:23]([N:25]3[CH2:29][CH2:28][C@H:27]([NH:30][C:31](=[O:37])[O:32][C:33]([CH3:36])([CH3:35])[CH3:34])[CH2:26]3)=[O:24])=[CH:17][CH:16]=2)=[CH:6][CH:5]=1. The yield is 0.750. (7) The reactants are [Cl:1][C:2]1[N:7]=[C:6]([NH:8][CH3:9])[C:5]([N+:10]([O-])=O)=[CH:4][N:3]=1. The catalyst is C(O)(=O)C.[Fe]. The product is [Cl:1][C:2]1[N:7]=[C:6]([NH:8][CH3:9])[C:5]([NH2:10])=[CH:4][N:3]=1. The yield is 0.690. (8) The reactants are C[Si](C)(C)[O:3][C:4](OC)([C:9]1[CH:14]=[CH:13][C:12]([N+:15]([O-:17])=[O:16])=[CH:11][CH:10]=1)[C:5]([F:8])([F:7])[F:6].Cl.O.[Cl-].[Na+]. The catalyst is O1CCOCC1. The product is [F:6][C:5]([F:7])([F:8])[C:4]([C:9]1[CH:10]=[CH:11][C:12]([N+:15]([O-:17])=[O:16])=[CH:13][CH:14]=1)=[O:3]. The yield is 0.850. (9) The reactants are Cl.[NH2:2][C:3]1[NH:4][C:5](=O)[C:6]2[N:12]=[C:11]([C:13]3[CH:18]=[CH:17][C:16]([O:19][CH3:20])=[C:15]([O:21][CH3:22])[CH:14]=3)[CH:10]=[CH:9][C:7]=2[N:8]=1.C1(C)C=CC(S(O)(=O)=O)=CC=1.S([O-])([O-])(=O)=O.[NH4+].[NH4+].[NH:42]1[CH2:47][CH2:46][O:45][CH2:44][CH2:43]1. The catalyst is C1(C)C=CC=CC=1. The product is [NH2:2][C:3]1[N:4]=[C:5]([N:42]2[CH2:47][CH2:46][O:45][CH2:44][CH2:43]2)[C:6]2[N:12]=[C:11]([C:13]3[CH:18]=[CH:17][C:16]([O:19][CH3:20])=[C:15]([O:21][CH3:22])[CH:14]=3)[CH:10]=[CH:9][C:7]=2[N:8]=1. The yield is 0.320.